Dataset: Reaction yield outcomes from USPTO patents with 853,638 reactions. Task: Predict the reaction yield, written as a fraction of the theoretical maximum amount of product (1.0 means a 100% yield; for example, 0.34 means a 34% yield). (1) The reactants are [CH3:1][O:2][CH2:3][C@@H:4]1[CH2:8][N:7]([C:9]([O:11][C:12]([CH3:15])([CH3:14])[CH3:13])=[O:10])[C@H:6]([C:16]2[NH:20][C:19]3[C:21]4[C:26]([CH:27]=[CH:28][C:18]=3[N:17]=2)=[CH:25][C:24]2[C:29]3[C:34]([CH2:35][O:36][C:23]=2[CH:22]=4)=[CH:33][C:32](B2OC(C)(C)C(C)(C)O2)=[CH:31][CH:30]=3)[CH2:5]1.Br[C:47]1[NH:51][C:50]([C@@H:52]2[CH2:56][CH2:55][C@H:54]([CH3:57])[N:53]2[C:58](=[O:68])[C@@H:59]([NH:63][C:64](=[O:67])[O:65][CH3:66])[CH:60]([CH3:62])[CH3:61])=[N:49][CH:48]=1.C(=O)([O-])[O-].[K+].[K+]. The product is [CH3:66][O:65][C:64]([NH:63][C@H:59]([C:58]([N:53]1[C@@H:54]([CH3:57])[CH2:55][CH2:56][C@H:52]1[C:50]1[NH:51][C:47]([C:32]2[CH:33]=[C:34]3[CH2:35][O:36][C:23]4[CH:22]=[C:21]5[C:26]([CH:27]=[CH:28][C:18]6[NH:17][C:16]([C@@H:6]7[CH2:5][C@H:4]([CH2:3][O:2][CH3:1])[CH2:8][N:7]7[C:9]([O:11][C:12]([CH3:13])([CH3:14])[CH3:15])=[O:10])=[N:20][C:19]=65)=[CH:25][C:24]=4[C:29]3=[CH:30][CH:31]=2)=[CH:48][N:49]=1)=[O:68])[CH:60]([CH3:62])[CH3:61])=[O:67]. The yield is 0.390. The catalyst is COCCOC.CN(C)C=O.[Pd].C1(P(C2C=CC=CC=2)C2C=CC=CC=2)C=CC=CC=1.C1(P(C2C=CC=CC=2)C2C=CC=CC=2)C=CC=CC=1.C1(P(C2C=CC=CC=2)C2C=CC=CC=2)C=CC=CC=1.C1(P(C2C=CC=CC=2)C2C=CC=CC=2)C=CC=CC=1.C1C=CC(P(C2C=CC=CC=2)[C-]2C=CC=C2)=CC=1.C1C=CC(P(C2C=CC=CC=2)[C-]2C=CC=C2)=CC=1.Cl[Pd]Cl.[Fe+2]. (2) The reactants are [CH2:1]([OH:4])[C:2]#[CH:3].[CH2:5]([O:7][P:8]([CH:13]([F:19])[C:14](OCC)=[O:15])([O:10][CH2:11][CH3:12])=[O:9])[CH3:6]. The catalyst is CCO.CCO.CCO.CCO.[Ti]. The product is [CH2:5]([O:7][P:8]([CH:13]([F:19])[C:14]([O:4][CH2:1][C:2]#[CH:3])=[O:15])([O:10][CH2:11][CH3:12])=[O:9])[CH3:6]. The yield is 0.860. (3) The reactants are OC1C=CC([C:8]2[NH:9][C:10](=O)[C:11]3[C:16]([CH:17]=2)=[CH:15][C:14](OC)=[CH:13][C:12]=3OC)=CC=1.C([Li])CCC. The catalyst is C1COCC1. The product is [CH:10]1[C:11]2[C:16](=[CH:15][CH:14]=[CH:13][CH:12]=2)[CH:17]=[CH:8][N:9]=1. The yield is 0.260. (4) The reactants are C([CH:5]([O:27][C:28]1[CH:29]=[N:30][NH:31][C:32](=[O:35])[C:33]=1[Cl:34])[C:6]1[CH:26]=[CH:25][C:9]([O:10][CH2:11][CH2:12][CH2:13]OS(C2C=CC(C)=CC=2)(=O)=O)=[CH:8][CH:7]=1)(C)(C)C.[F-:36].[K+]. The catalyst is C(#N)C. The product is [C:6]([N:31]1[C:32](=[O:35])[C:33]([Cl:34])=[C:28]([O:27][CH2:5][C:6]2[CH:7]=[CH:8][C:9]([O:10][CH2:11][CH2:12][CH2:13][F:36])=[CH:25][CH:26]=2)[CH:29]=[N:30]1)([CH3:26])([CH3:7])[CH3:5]. The yield is 0.250. (5) The reactants are [NH2:1][C:2]1[CH:22]=[CH:21][C:5]([C:6]([NH:8][CH:9]([CH3:20])[C:10]([N:12]2[CH2:16][CH2:15][CH2:14][CH:13]2[C:17]([OH:19])=O)=[O:11])=[O:7])=[CH:4][C:3]=1[Cl:23].[O:24]=[C:25]1[O:29][CH:28]([O:30][CH2:31][CH2:32][C:33]2[CH:38]=[CH:37][CH:36]=CC=2)[CH:27]([NH:39]C(C2CCCN2C(=O)C(NC(=O)C2C=CC(N)=C(Cl)C=2)C)=O)[CH2:26]1. No catalyst specified. The product is [CH:31]1([O:30][CH:28]2[CH:27]([NH:39][C:17]([CH:13]3[CH2:14][CH2:15][CH2:16][N:12]3[C:10](=[O:11])[CH:9]([NH:8][C:6](=[O:7])[C:5]3[CH:21]=[CH:22][C:2]([NH2:1])=[C:3]([Cl:23])[CH:4]=3)[CH3:20])=[O:19])[CH2:26][C:25](=[O:24])[O:29]2)[CH2:32][CH2:33][CH2:38][CH2:37][CH2:36]1. The yield is 0.470. (6) The reactants are [Li+].CC([N-]C(C)C)C.[Li]CCCC.C(NC(C)C)(C)C.[CH:21]1([N:27]2[CH2:31][CH2:30][CH2:29][C:28]2=[O:32])[CH2:26][CH2:25][CH2:24][CH2:23][CH2:22]1.Cl[CH2:34][C:35]1[C:44]2[C:39](=[CH:40][CH:41]=[CH:42][CH:43]=2)[C:38]([O:45][CH3:46])=[CH:37][CH:36]=1. The catalyst is C1COCC1. The product is [CH:21]1([N:27]2[CH2:31][CH2:30][CH:29]([CH2:34][C:35]3[C:44]4[C:39](=[CH:40][CH:41]=[CH:42][CH:43]=4)[C:38]([O:45][CH3:46])=[CH:37][CH:36]=3)[C:28]2=[O:32])[CH2:22][CH2:23][CH2:24][CH2:25][CH2:26]1. The yield is 0.810. (7) The reactants are [F:1][C:2]1[C:3]([NH:23][C:24]2[CH:29]=[CH:28][C:27]([I:30])=[CH:26][C:25]=2[F:31])=[C:4]([C:9]([N:11]2[CH2:14][C:13]([C:16]([CH3:22])([CH3:21])[C:17]([O:19]C)=[O:18])([OH:15])[CH2:12]2)=[O:10])[CH:5]=[CH:6][C:7]=1[F:8].Cl. The catalyst is [OH-].[K+]. The product is [F:1][C:2]1[C:3]([NH:23][C:24]2[CH:29]=[CH:28][C:27]([I:30])=[CH:26][C:25]=2[F:31])=[C:4]([C:9]([N:11]2[CH2:14][C:13]([C:16]([CH3:22])([CH3:21])[C:17]([OH:19])=[O:18])([OH:15])[CH2:12]2)=[O:10])[CH:5]=[CH:6][C:7]=1[F:8]. The yield is 0.590. (8) The reactants are [CH3:1][NH:2][CH3:3].Br[CH2:5][C:6]1[CH:7]=[C:8]2[C:13](=[CH:14][CH:15]=1)[O:12][C:11]([C:16]1[CH:21]=[CH:20][C:19]([OH:22])=[CH:18][CH:17]=1)=[CH:10][C:9]2=[O:23]. The catalyst is C1COCC1. The product is [CH3:1][N:2]([CH2:5][C:6]1[CH:7]=[C:8]2[C:13](=[CH:14][CH:15]=1)[O:12][C:11]([C:16]1[CH:21]=[CH:20][C:19]([OH:22])=[CH:18][CH:17]=1)=[CH:10][C:9]2=[O:23])[CH3:3]. The yield is 0.680. (9) The reactants are C[Si]([N:5]=[C:6]=[O:7])(C)C.[CH3:8][O:9][C:10]1[N:15]=[CH:14][C:13]([N:16]2[C:20]([C:21]3[CH:25]=[CH:24][NH:23][CH:22]=3)=[CH:19][C:18]([C:26]([N:28]3[CH2:32][CH2:31][CH2:30][NH:29]3)=[O:27])=[N:17]2)=[CH:12][CH:11]=1.CO. The catalyst is O1CCOCC1. The product is [CH3:8][O:9][C:10]1[N:15]=[CH:14][C:13]([N:16]2[C:20]([C:21]3[CH:25]=[CH:24][NH:23][CH:22]=3)=[CH:19][C:18]([C:26]([N:28]3[CH2:32][CH2:31][CH2:30][N:29]3[C:6](=[O:7])[NH2:5])=[O:27])=[N:17]2)=[CH:12][CH:11]=1. The yield is 0.650. (10) The reactants are Cl[C:2]1[C:3]([O:16][CH2:17][C:18]2([CH3:24])[CH2:23][CH2:22][CH2:21][CH2:20][CH2:19]2)=[CH:4][C:5]([F:15])=[C:6]([CH:14]=1)[C:7]([O:9]C(C)(C)C)=[O:8].P([O-])([O-])([O-])=O.[K+].[K+].[K+].[CH:33]1(B(O)O)[CH2:35][CH2:34]1.F[B-](F)(F)F.C1(P(C2CCCCC2)C2CCCCC2)CCCCC1. The catalyst is C1(C)C=CC=CC=1.O.C([O-])(=O)C.[Pd+2].C([O-])(=O)C.O. The product is [CH:33]1([C:2]2[C:3]([O:16][CH2:17][C:18]3([CH3:24])[CH2:19][CH2:20][CH2:21][CH2:22][CH2:23]3)=[CH:4][C:5]([F:15])=[C:6]([CH:14]=2)[C:7]([OH:9])=[O:8])[CH2:35][CH2:34]1. The yield is 0.440.